Dataset: Catalyst prediction with 721,799 reactions and 888 catalyst types from USPTO. Task: Predict which catalyst facilitates the given reaction. Reactant: Br[CH2:2][C:3]([O:5][CH2:6][CH3:7])=[O:4].[I:8][C:9]1[CH:10]=[C:11]([O:18]C)[C:12](=[CH:16][CH:17]=1)[C:13]([O-:15])=[O:14].[C:20](=O)([O-])[O-].[K+].[K+].[I-].[K+]. Product: [CH2:6]([O:5][C:3](=[O:4])[CH2:2][O:18][C:11]1[CH:10]=[C:9]([I:8])[CH:17]=[CH:16][C:12]=1[C:13]([O:15][CH3:20])=[O:14])[CH3:7]. The catalyst class is: 21.